This data is from NCI-60 drug combinations with 297,098 pairs across 59 cell lines. The task is: Regression. Given two drug SMILES strings and cell line genomic features, predict the synergy score measuring deviation from expected non-interaction effect. (1) Drug 1: CCC1(CC2CC(C3=C(CCN(C2)C1)C4=CC=CC=C4N3)(C5=C(C=C6C(=C5)C78CCN9C7C(C=CC9)(C(C(C8N6C=O)(C(=O)OC)O)OC(=O)C)CC)OC)C(=O)OC)O.OS(=O)(=O)O. Drug 2: CCC1=C2CN3C(=CC4=C(C3=O)COC(=O)C4(CC)O)C2=NC5=C1C=C(C=C5)O. Cell line: LOX IMVI. Synergy scores: CSS=33.8, Synergy_ZIP=-7.53, Synergy_Bliss=-8.19, Synergy_Loewe=-8.95, Synergy_HSA=-4.92. (2) Synergy scores: CSS=60.2, Synergy_ZIP=0.149, Synergy_Bliss=-0.0585, Synergy_Loewe=1.84, Synergy_HSA=4.85. Drug 1: C1=CN(C(=O)N=C1N)C2C(C(C(O2)CO)O)O.Cl. Cell line: A549. Drug 2: CCC1(C2=C(COC1=O)C(=O)N3CC4=CC5=C(C=CC(=C5CN(C)C)O)N=C4C3=C2)O.Cl. (3) Drug 1: C1CC(=O)NC(=O)C1N2C(=O)C3=CC=CC=C3C2=O. Drug 2: COCCOC1=C(C=C2C(=C1)C(=NC=N2)NC3=CC=CC(=C3)C#C)OCCOC.Cl. Cell line: SK-OV-3. Synergy scores: CSS=10.2, Synergy_ZIP=-5.37, Synergy_Bliss=-5.13, Synergy_Loewe=-4.72, Synergy_HSA=-3.94. (4) Drug 1: CC1=C(C=C(C=C1)C(=O)NC2=CC(=CC(=C2)C(F)(F)F)N3C=C(N=C3)C)NC4=NC=CC(=N4)C5=CN=CC=C5. Drug 2: CC1CCCC2(C(O2)CC(NC(=O)CC(C(C(=O)C(C1O)C)(C)C)O)C(=CC3=CSC(=N3)C)C)C. Cell line: HT29. Synergy scores: CSS=65.2, Synergy_ZIP=4.26, Synergy_Bliss=4.12, Synergy_Loewe=-7.49, Synergy_HSA=2.19. (5) Drug 1: C1=CC(=C2C(=C1NCCNCCO)C(=O)C3=C(C=CC(=C3C2=O)O)O)NCCNCCO. Drug 2: CC1C(C(CC(O1)OC2CC(OC(C2O)C)OC3=CC4=CC5=C(C(=O)C(C(C5)C(C(=O)C(C(C)O)O)OC)OC6CC(C(C(O6)C)O)OC7CC(C(C(O7)C)O)OC8CC(C(C(O8)C)O)(C)O)C(=C4C(=C3C)O)O)O)O. Cell line: HT29. Synergy scores: CSS=48.9, Synergy_ZIP=7.44, Synergy_Bliss=9.01, Synergy_Loewe=8.73, Synergy_HSA=7.21. (6) Drug 1: CC(CN1CC(=O)NC(=O)C1)N2CC(=O)NC(=O)C2. Drug 2: C(CCl)NC(=O)N(CCCl)N=O. Cell line: KM12. Synergy scores: CSS=19.5, Synergy_ZIP=-7.54, Synergy_Bliss=-6.07, Synergy_Loewe=-7.97, Synergy_HSA=-5.85. (7) Drug 1: C1CN1C2=NC(=NC(=N2)N3CC3)N4CC4. Drug 2: CC1C(C(CC(O1)OC2CC(CC3=C2C(=C4C(=C3O)C(=O)C5=C(C4=O)C(=CC=C5)OC)O)(C(=O)C)O)N)O.Cl. Cell line: NCI/ADR-RES. Synergy scores: CSS=34.2, Synergy_ZIP=-5.70, Synergy_Bliss=-4.05, Synergy_Loewe=-7.78, Synergy_HSA=-1.86. (8) Drug 1: CN(C)N=NC1=C(NC=N1)C(=O)N. Drug 2: CC1C(C(CC(O1)OC2CC(CC3=C2C(=C4C(=C3O)C(=O)C5=C(C4=O)C(=CC=C5)OC)O)(C(=O)CO)O)N)O.Cl. Cell line: U251. Synergy scores: CSS=39.6, Synergy_ZIP=-1.45, Synergy_Bliss=-2.52, Synergy_Loewe=-16.3, Synergy_HSA=-0.987. (9) Drug 1: C(=O)(N)NO. Drug 2: CNC(=O)C1=NC=CC(=C1)OC2=CC=C(C=C2)NC(=O)NC3=CC(=C(C=C3)Cl)C(F)(F)F. Cell line: NCI-H226. Synergy scores: CSS=-1.01, Synergy_ZIP=1.71, Synergy_Bliss=-0.703, Synergy_Loewe=-6.12, Synergy_HSA=-5.38. (10) Drug 1: CC1C(C(=O)NC(C(=O)N2CCCC2C(=O)N(CC(=O)N(C(C(=O)O1)C(C)C)C)C)C(C)C)NC(=O)C3=C4C(=C(C=C3)C)OC5=C(C(=O)C(=C(C5=N4)C(=O)NC6C(OC(=O)C(N(C(=O)CN(C(=O)C7CCCN7C(=O)C(NC6=O)C(C)C)C)C)C(C)C)C)N)C. Drug 2: C1=CN(C=N1)CC(O)(P(=O)(O)O)P(=O)(O)O. Cell line: EKVX. Synergy scores: CSS=1.82, Synergy_ZIP=0.150, Synergy_Bliss=1.35, Synergy_Loewe=-0.458, Synergy_HSA=-1.53.